Task: Predict the product of the given reaction.. Dataset: Forward reaction prediction with 1.9M reactions from USPTO patents (1976-2016) (1) The product is: [F:32][C:33]1[CH:34]=[C:35]2[C:39](=[C:40]([S:42]([CH3:45])(=[O:43])=[O:44])[CH:41]=1)[NH:38][C:37]([CH3:46])=[CH:36]2.[Cl:24][C:25]1[N:26]=[N:27][C:28]([C:36]2[C:35]3[C:39](=[C:40]([S:42]([CH3:45])(=[O:43])=[O:44])[CH:41]=[C:33]([F:32])[CH:34]=3)[NH:38][C:37]=2[CH3:46])=[CH:29][CH:30]=1. Given the reactants BrC1C=C(F)C=CC=1N.CS(C)(=O)=O.N1C2C(=CC=CC=2)C=C1.[Cl:24][C:25]1[N:26]=[N:27][C:28](Cl)=[CH:29][CH:30]=1.[F:32][C:33]1[CH:34]=[C:35]2[C:39](=[C:40]([S:42]([CH3:45])(=[O:44])=[O:43])[CH:41]=1)[NH:38][C:37]([CH3:46])=[CH:36]2.[Cl-].[Al+3].[Cl-].[Cl-], predict the reaction product. (2) Given the reactants C(Cl)(=O)C(Cl)=O.CS(C)=O.[C:11]1([C:17]([C:35]2[CH:40]=[CH:39][CH:38]=[CH:37][CH:36]=2)([C:29]2[CH:34]=[CH:33][CH:32]=[CH:31][CH:30]=2)[N:18]2[CH:22]=[C:21]([CH:23]3[CH2:25][C:24]3([CH2:27][OH:28])[CH3:26])[N:20]=[CH:19]2)[CH:16]=[CH:15][CH:14]=[CH:13][CH:12]=1, predict the reaction product. The product is: [C:35]1([C:17]([C:11]2[CH:16]=[CH:15][CH:14]=[CH:13][CH:12]=2)([C:29]2[CH:30]=[CH:31][CH:32]=[CH:33][CH:34]=2)[N:18]2[CH:22]=[C:21]([CH:23]3[CH2:25][C:24]3([CH3:26])[CH:27]=[O:28])[N:20]=[CH:19]2)[CH:40]=[CH:39][CH:38]=[CH:37][CH:36]=1. (3) Given the reactants [C:1]1([O:7][C:8](=[O:33])[N:9]([C@:11]([C:25]2[CH:30]=[CH:29][C:28]([Cl:31])=[C:27]([Cl:32])[CH:26]=2)([CH2:22][CH:23]=[CH2:24])[CH2:12][N:13]([CH3:21])[C:14](=[O:20])[CH2:15][C:16]([F:19])([F:18])[F:17])[CH3:10])[CH:6]=[CH:5][CH:4]=[CH:3][CH:2]=1.[OH2:34].[OH-].[Na+].OO, predict the reaction product. The product is: [C:1]1([O:7][C:8](=[O:33])[N:9]([C@:11]([C:25]2[CH:30]=[CH:29][C:28]([Cl:31])=[C:27]([Cl:32])[CH:26]=2)([CH2:22][CH2:23][CH2:24][OH:34])[CH2:12][N:13]([CH3:21])[C:14](=[O:20])[CH2:15][C:16]([F:19])([F:18])[F:17])[CH3:10])[CH:6]=[CH:5][CH:4]=[CH:3][CH:2]=1. (4) The product is: [CH2:9]1[C:10]2[C:15](=[CH:14][C:13]([CH2:17][OH:18])=[CH:12][CH:11]=2)[CH2:16][NH:8]1. Given the reactants C([N:8]1[CH2:16][C:15]2[C:10](=[CH:11][CH:12]=[C:13]([CH2:17][OH:18])[CH:14]=2)[CH2:9]1)C1C=CC=CC=1, predict the reaction product. (5) Given the reactants [CH3:1][O:2][C:3](=[O:13])[C@H:4]([CH2:6][C:7]1[CH:12]=[CH:11][CH:10]=[CH:9][CH:8]=1)[NH2:5].ClCCl.Cl[CH2:18]/[CH:19]=[CH:20]\[CH2:21]Cl, predict the reaction product. The product is: [C:7]1([CH2:6][C@H:4]([N:5]2[CH2:21][CH:20]=[CH:19][CH2:18]2)[C:3]([O:2][CH3:1])=[O:13])[CH:12]=[CH:11][CH:10]=[CH:9][CH:8]=1. (6) Given the reactants [CH:1]1([C:4]2[NH:8][C:7]3[C:9]([O:16]C)=[CH:10][CH:11]=[C:12]([C:13]([OH:15])=[O:14])[C:6]=3[N:5]=2)[CH2:3][CH2:2]1.B(Br)(Br)Br, predict the reaction product. The product is: [CH:1]1([C:4]2[NH:8][C:7]3[C:9]([OH:16])=[CH:10][CH:11]=[C:12]([C:13]([OH:15])=[O:14])[C:6]=3[N:5]=2)[CH2:2][CH2:3]1. (7) Given the reactants [Cl:1][C:2]1[CH:3]=[C:4]([CH:7]=[C:8]([Cl:10])[CH:9]=1)[CH:5]=[O:6].[F:11][C:12]([Si](C)(C)C)([F:14])[F:13].CCCC[N+](CCCC)(CCCC)CCCC.[F-], predict the reaction product. The product is: [Cl:1][C:2]1[CH:3]=[C:4]([CH:5]([OH:6])[C:12]([F:14])([F:13])[F:11])[CH:7]=[C:8]([Cl:10])[CH:9]=1. (8) The product is: [C:3]([O:7][C:8]([NH:10][C:11]1[C:12]([NH:16][C:17]([C:19]2[CH:24]=[CH:23][C:22]([CH2:25][OH:26])=[CH:21][N:20]=2)=[O:18])=[CH:13][S:14][CH:15]=1)=[O:9])([CH3:6])([CH3:4])[CH3:5]. Given the reactants [BH4-].[Li+].[C:3]([O:7][C:8]([NH:10][C:11]1[C:12]([NH:16][C:17]([C:19]2[CH:24]=[CH:23][C:22]([C:25](OC)=[O:26])=[CH:21][N:20]=2)=[O:18])=[CH:13][S:14][CH:15]=1)=[O:9])([CH3:6])([CH3:5])[CH3:4].O1CCOCC1.C(O)(=O)CC(CC(O)=O)(C(O)=O)O, predict the reaction product.